Dataset: Full USPTO retrosynthesis dataset with 1.9M reactions from patents (1976-2016). Task: Predict the reactants needed to synthesize the given product. (1) Given the product [Br:1][C:2]1[CH:3]=[C:4]([S:9]([CH2:13][CH2:14][CH3:15])=[O:16])[CH:5]=[CH:6][C:7]=1[CH3:8], predict the reactants needed to synthesize it. The reactants are: [Br:1][C:2]1[CH:3]=[C:4]([SH:9])[CH:5]=[CH:6][C:7]=1[CH3:8].[H-].[Na+].I[CH2:13][CH2:14][CH3:15].[O-:16]I(=O)(=O)=O.[Na+]. (2) Given the product [CH:21]1([C:13]2[CH:12]=[C:11]([C:9](=[O:10])[C:8]([C:4]3[CH:5]=[CH:6][CH:7]=[C:2]([C:29]#[C:28][C:26]([OH:30])([CH3:27])[CH3:25])[CH:3]=3)=[O:24])[CH:16]=[CH:15][C:14]=2[O:17][CH:18]([F:20])[F:19])[CH2:23][CH2:22]1, predict the reactants needed to synthesize it. The reactants are: Br[C:2]1[CH:3]=[C:4]([C:8](=[O:24])[C:9]([C:11]2[CH:16]=[CH:15][C:14]([O:17][CH:18]([F:20])[F:19])=[C:13]([CH:21]3[CH2:23][CH2:22]3)[CH:12]=2)=[O:10])[CH:5]=[CH:6][CH:7]=1.[CH3:25][C:26]([OH:30])([C:28]#[CH:29])[CH3:27].[Al].